This data is from Reaction yield outcomes from USPTO patents with 853,638 reactions. The task is: Predict the reaction yield, written as a fraction of the theoretical maximum amount of product (1.0 means a 100% yield; for example, 0.34 means a 34% yield). (1) The reactants are [F:1][C:2]1[CH:7]=[C:6]([F:8])[C:5]([F:9])=[CH:4][C:3]=1[C:10](=[O:62])[CH2:11][C:12]([O:14][CH2:15][C:16]1[CH:21]=[CH:20][C:19]([O:22][CH2:23][CH2:24][CH2:25][CH2:26][CH2:27][CH2:28][CH2:29][CH2:30][CH2:31][CH2:32][CH:33]2[C:45]3[C:40](=[C:41]4[CH:53]=[CH:52][CH:51]=[CH:50][C:42]4=[C:43]4[CH:49]=[CH:48][CH:47]=[CH:46][C:44]4=3)[C:39]3[C:34]2=[C:35]2[CH:61]=[CH:60][CH:59]=[CH:58][C:36]2=[C:37]2[CH:57]=[CH:56][CH:55]=[CH:54][C:38]2=3)=[CH:18][CH:17]=1)=[O:13].[CH:63]1([NH2:66])[CH2:65][CH2:64]1.[CH2:67]1COCC1. No catalyst specified. The product is [CH:63]1([NH:66][CH:67]=[C:11]([C:10](=[O:62])[C:3]2[CH:4]=[C:5]([F:9])[C:6]([F:8])=[CH:7][C:2]=2[F:1])[C:12]([O:14][CH2:15][C:16]2[CH:21]=[CH:20][C:19]([O:22][CH2:23][CH2:24][CH2:25][CH2:26][CH2:27][CH2:28][CH2:29][CH2:30][CH2:31][CH2:32][CH:33]3[C:45]4[C:40](=[C:41]5[CH:53]=[CH:52][CH:51]=[CH:50][C:42]5=[C:43]5[CH:49]=[CH:48][CH:47]=[CH:46][C:44]5=4)[C:39]4[C:34]3=[C:35]3[CH:61]=[CH:60][CH:59]=[CH:58][C:36]3=[C:37]3[CH:57]=[CH:56][CH:55]=[CH:54][C:38]3=4)=[CH:18][CH:17]=2)=[O:13])[CH2:65][CH2:64]1. The yield is 0.340. (2) The product is [Si:1]([O:8][C@H:9]1[CH2:13][CH2:12][N:11]([C:17]([C:16]2[CH:20]=[C:21]([CH:22]=[CH:23][C:15]=2[F:14])[CH:24]=[O:25])=[O:18])[CH2:10]1)([C:4]([CH3:7])([CH3:6])[CH3:5])([CH3:3])[CH3:2]. No catalyst specified. The yield is 0.720. The reactants are [Si:1]([O:8][C@H:9]1[CH2:13][CH2:12][NH:11][CH2:10]1)([C:4]([CH3:7])([CH3:6])[CH3:5])([CH3:3])[CH3:2].[F:14][C:15]1[CH:23]=[CH:22][C:21]([CH:24]=[O:25])=[CH:20][C:16]=1[C:17](O)=[O:18].F[P-](F)(F)(F)(F)F.N1(OC(N(C)C)=[N+](C)C)C2C=CC=CC=2N=N1.C(N(CC)C(C)C)(C)C. (3) The reactants are [Cl:1][C:2]1[C:11]2[CH2:10][N:9]([C@H:12]([CH2:21][C:22]#[N:23])[C:13]([NH:15][CH:16]3[CH2:20][CH2:19][CH2:18][CH2:17]3)=[O:14])[C:8](=[O:24])[C:7]3=[CH:25][N:26]([S:27]([C:30]4[CH:36]=[CH:35][C:33]([CH3:34])=[CH:32][CH:31]=4)(=[O:29])=[O:28])[C:5]([C:6]=23)=[N:4][CH:3]=1.[OH-:37].[Na+]. The product is [Cl:1][C:2]1[C:11]([CH2:10][NH:9][C@H:12]([CH2:21][C:22]#[N:23])[C:13]([NH:15][CH:16]2[CH2:17][CH2:18][CH2:19][CH2:20]2)=[O:14])=[C:6]2[C:7]([C:8]([OH:24])=[O:37])=[CH:25][N:26]([S:27]([C:30]3[CH:36]=[CH:35][C:33]([CH3:34])=[CH:32][CH:31]=3)(=[O:29])=[O:28])[C:5]2=[N:4][CH:3]=1. The yield is 0.0210. The catalyst is CO. (4) The product is [Cl-:32].[C:1]([C:4]1[CH:5]=[C:6]([NH:7][C:13]2[S:14][C:29]3[C:20]([CH3:19])=[C:21]([OH:31])[C:22]4[C:27](=[CH:26][CH:25]=[CH:24][CH:23]=4)[C:28]=3[N+:12]=2[CH3:11])[CH:8]=[CH:9][CH:10]=1)(=[O:3])[CH3:2]. The yield is 0.240. The catalyst is C(O)C. The reactants are [C:1]([C:4]1[CH:5]=[C:6]([CH:8]=[CH:9][CH:10]=1)[NH2:7])(=[O:3])[CH3:2].[CH3:11][N:12]=[C:13]=[S:14].NC(N)=S.[CH3:19][C:20]1[C:21](=[O:31])[C:22]2[C:27]([C:28](=O)[CH:29]=1)=[CH:26][CH:25]=[CH:24][CH:23]=2.[ClH:32]. (5) The reactants are [O:1]=[C:2]1[CH:7]([N:8]2[CH2:16][C:15]3[C:14]([C:17]#[N:18])=[CH:13][CH:12]=[CH:11][C:10]=3[C:9]2=[O:19])[CH2:6][CH2:5][C:4](=[O:20])[NH:3]1.[ClH:21]. The product is [ClH:21].[NH2:18][CH2:17][C:14]1[CH:13]=[CH:12][CH:11]=[C:10]2[C:15]=1[CH2:16][N:8]([CH:7]1[CH2:6][CH2:5][C:4](=[O:20])[NH:3][C:2]1=[O:1])[C:9]2=[O:19]. The yield is 0.990. The catalyst is CO.[Pd]. (6) The reactants are [Cl:1][C:2]1[CH:7]=[CH:6][C:5](I)=[CH:4][CH:3]=1.[CH3:9][C:10]1[N:11]([C@@H:23]([CH:25]2[CH2:30][CH2:29][NH:28][CH2:27][CH2:26]2)[CH3:24])[C:12]2[C:17]([C:18]=1[C:19]([O:21][CH3:22])=[O:20])=[CH:16][CH:15]=[CH:14][CH:13]=2.C[O-].[Na+]. The catalyst is CC(OC1C=CC=C(OC(C)C)C=1C1C(P(C2CCCCC2)C2CCCCC2)=CC=CC=1)C.CC(OC)(C)C.C1C=[C-]C(CCN)=CC=1.Cl[Pd+].O1CCOCC1. The product is [Cl:1][C:2]1[CH:7]=[CH:6][C:5]([N:28]2[CH2:27][CH2:26][CH:25]([C@H:23]([N:11]3[C:12]4[C:17](=[CH:16][CH:15]=[CH:14][CH:13]=4)[C:18]([C:19]([O:21][CH3:22])=[O:20])=[C:10]3[CH3:9])[CH3:24])[CH2:30][CH2:29]2)=[CH:4][CH:3]=1. The yield is 0.360.